The task is: Regression. Given two drug SMILES strings and cell line genomic features, predict the synergy score measuring deviation from expected non-interaction effect.. This data is from NCI-60 drug combinations with 297,098 pairs across 59 cell lines. (1) Drug 1: CS(=O)(=O)C1=CC(=C(C=C1)C(=O)NC2=CC(=C(C=C2)Cl)C3=CC=CC=N3)Cl. Drug 2: C1=C(C(=O)NC(=O)N1)F. Cell line: SF-539. Synergy scores: CSS=46.0, Synergy_ZIP=-5.50, Synergy_Bliss=-11.0, Synergy_Loewe=-17.1, Synergy_HSA=-9.25. (2) Drug 1: CS(=O)(=O)C1=CC(=C(C=C1)C(=O)NC2=CC(=C(C=C2)Cl)C3=CC=CC=N3)Cl. Drug 2: C1=CN(C(=O)N=C1N)C2C(C(C(O2)CO)O)O.Cl. Cell line: SK-OV-3. Synergy scores: CSS=11.0, Synergy_ZIP=-3.72, Synergy_Bliss=0.329, Synergy_Loewe=-4.82, Synergy_HSA=0.103. (3) Drug 1: C1CCC(C1)C(CC#N)N2C=C(C=N2)C3=C4C=CNC4=NC=N3. Drug 2: C1=CC=C(C=C1)NC(=O)CCCCCCC(=O)NO. Cell line: SN12C. Synergy scores: CSS=9.57, Synergy_ZIP=-2.72, Synergy_Bliss=0.931, Synergy_Loewe=2.39, Synergy_HSA=2.51. (4) Drug 2: CC1=C(C=C(C=C1)NC(=O)C2=CC=C(C=C2)CN3CCN(CC3)C)NC4=NC=CC(=N4)C5=CN=CC=C5. Drug 1: C1=C(C(=O)NC(=O)N1)F. Cell line: SNB-19. Synergy scores: CSS=28.5, Synergy_ZIP=2.37, Synergy_Bliss=1.71, Synergy_Loewe=-3.08, Synergy_HSA=-0.192. (5) Drug 1: C(=O)(N)NO. Drug 2: C1CCC(C(C1)N)N.C(=O)(C(=O)[O-])[O-].[Pt+4]. Cell line: SN12C. Synergy scores: CSS=25.5, Synergy_ZIP=1.68, Synergy_Bliss=1.52, Synergy_Loewe=-6.58, Synergy_HSA=4.33. (6) Drug 1: CC12CCC(CC1=CCC3C2CCC4(C3CC=C4C5=CN=CC=C5)C)O. Drug 2: CC12CCC3C(C1CCC2=O)CC(=C)C4=CC(=O)C=CC34C. Cell line: SK-MEL-28. Synergy scores: CSS=28.6, Synergy_ZIP=4.54, Synergy_Bliss=5.80, Synergy_Loewe=-1.77, Synergy_HSA=4.37. (7) Drug 1: CC1=C(C=C(C=C1)NC2=NC=CC(=N2)N(C)C3=CC4=NN(C(=C4C=C3)C)C)S(=O)(=O)N.Cl. Drug 2: C1CCC(C1)C(CC#N)N2C=C(C=N2)C3=C4C=CNC4=NC=N3. Cell line: A498. Synergy scores: CSS=-0.493, Synergy_ZIP=1.27, Synergy_Bliss=3.48, Synergy_Loewe=-0.998, Synergy_HSA=0.0181. (8) Drug 1: CCCCC(=O)OCC(=O)C1(CC(C2=C(C1)C(=C3C(=C2O)C(=O)C4=C(C3=O)C=CC=C4OC)O)OC5CC(C(C(O5)C)O)NC(=O)C(F)(F)F)O. Drug 2: CC(C)NC(=O)C1=CC=C(C=C1)CNNC.Cl. Cell line: CAKI-1. Synergy scores: CSS=38.1, Synergy_ZIP=5.04, Synergy_Bliss=7.92, Synergy_Loewe=-12.4, Synergy_HSA=6.64. (9) Drug 1: C1C(C(OC1N2C=C(C(=O)NC2=O)F)CO)O. Drug 2: CCC1(C2=C(COC1=O)C(=O)N3CC4=CC5=C(C=CC(=C5CN(C)C)O)N=C4C3=C2)O.Cl. Cell line: K-562. Synergy scores: CSS=43.4, Synergy_ZIP=-5.09, Synergy_Bliss=-4.75, Synergy_Loewe=-5.15, Synergy_HSA=-0.259.